Predict the product of the given reaction. From a dataset of Forward reaction prediction with 1.9M reactions from USPTO patents (1976-2016). (1) Given the reactants [C:1]([C:4]1[CH:20]=[CH:19][C:7]([O:8][CH2:9][C:10]2[N:15]=[C:14]([C:16]([OH:18])=O)[CH:13]=[CH:12][CH:11]=2)=[C:6]([CH2:21][CH2:22][CH3:23])[C:5]=1[OH:24])(=[O:3])[CH3:2].C(Cl)(=O)C(Cl)=O.[NH2:31][C:32]1[CH:33]=[C:34]([CH:39]=[CH:40][CH:41]=1)[C:35]([O:37][CH3:38])=[O:36].C(=O)([O-])[O-].[K+].[K+], predict the reaction product. The product is: [CH3:38][O:37][C:35](=[O:36])[C:34]1[CH:39]=[CH:40][CH:41]=[C:32]([NH:31][C:16]([C:14]2[CH:13]=[CH:12][CH:11]=[C:10]([CH2:9][O:8][C:7]3[CH:19]=[CH:20][C:4]([C:1](=[O:3])[CH3:2])=[C:5]([OH:24])[C:6]=3[CH2:21][CH2:22][CH3:23])[N:15]=2)=[O:18])[CH:33]=1. (2) Given the reactants [CH3:1][C:2]1([CH3:14])[O:6][CH:5]([C:7]2[N:12]=[CH:11][C:10]([NH2:13])=[CH:9][CH:8]=2)[CH2:4][O:3]1.N1C=CC=CC=1.Cl[C:22]([O:24][C:25]1[CH:30]=[CH:29][CH:28]=[CH:27][CH:26]=1)=[O:23], predict the reaction product. The product is: [CH3:1][C:2]1([CH3:14])[O:6][CH:5]([C:7]2[N:12]=[CH:11][C:10]([NH:13][C:22](=[O:23])[O:24][C:25]3[CH:30]=[CH:29][CH:28]=[CH:27][CH:26]=3)=[CH:9][CH:8]=2)[CH2:4][O:3]1. (3) Given the reactants [Cl:1][C:2]1[CH:3]=[CH:4][C:5]([O:18][CH2:19][C:20]2[CH:25]=[CH:24][CH:23]=[CH:22][CH:21]=2)=[C:6]([CH2:8][N:9]2[C:13]([CH3:14])=[CH:12][C:11]([C:15](O)=[O:16])=[N:10]2)[CH:7]=1.Cl.[CH3:27][NH:28][O:29][CH3:30].ON1C2C=CC=CC=2N=N1.CN(C)CCCN=C=NCC.C(N(CC)CC)C, predict the reaction product. The product is: [Cl:1][C:2]1[CH:3]=[CH:4][C:5]([O:18][CH2:19][C:20]2[CH:25]=[CH:24][CH:23]=[CH:22][CH:21]=2)=[C:6]([CH2:8][N:9]2[C:13]([CH3:14])=[CH:12][C:11]([C:15]([N:28]([CH3:27])[O:29][CH3:30])=[O:16])=[N:10]2)[CH:7]=1. (4) Given the reactants [NH:1]([C:3]1[N:8]([CH2:9][CH:10]([CH3:12])[CH3:11])[C:7](=[O:13])[N:6]([CH3:14])[C:5](=[O:15])[CH:4]=1)[NH2:2].[C:16]1([CH:26]=O)[C:25]2[C:20](=[CH:21][CH:22]=[CH:23][CH:24]=2)[CH:19]=[CH:18][CH:17]=1.[CH:28]([C:30]1[N:34]([CH3:35])[CH:33]=[C:32]([C:36]([O:38][CH3:39])=[O:37])[CH:31]=1)=O, predict the reaction product. The product is: [CH2:9]([N:8]1[C:3]2=[N:1][N:2]([CH2:26][C:16]3[C:25]4[C:20](=[CH:21][CH:22]=[CH:23][CH:24]=4)[CH:19]=[CH:18][CH:17]=3)[C:28]([C:30]3[N:34]([CH3:35])[CH:33]=[C:32]([C:36]([O:38][CH3:39])=[O:37])[CH:31]=3)=[C:4]2[C:5](=[O:15])[N:6]([CH3:14])[C:7]1=[O:13])[CH:10]([CH3:11])[CH3:12]. (5) Given the reactants I[C:2]1[C:10]2[C:5](=[CH:6][CH:7]=[C:8]([C:11]3[S:12][C:13]([S:16][CH3:17])=[N:14][N:15]=3)[CH:9]=2)[N:4]([C:18]([O:20][C:21]([CH3:24])([CH3:23])[CH3:22])=[O:19])[CH:3]=1.C([Sn](CCCC)(CCCC)[C:30]1[N:35]=[C:34]([N:36]2[CH2:41][CH2:40][O:39][CH2:38][CH2:37]2)[CH:33]=[CH:32][N:31]=1)CCC, predict the reaction product. The product is: [CH3:17][S:16][C:13]1[S:12][C:11]([C:8]2[CH:9]=[C:10]3[C:5](=[CH:6][CH:7]=2)[N:4]([C:18]([O:20][C:21]([CH3:24])([CH3:23])[CH3:22])=[O:19])[CH:3]=[C:2]3[C:30]2[N:35]=[C:34]([N:36]3[CH2:41][CH2:40][O:39][CH2:38][CH2:37]3)[CH:33]=[CH:32][N:31]=2)=[N:15][N:14]=1.